Dataset: Catalyst prediction with 721,799 reactions and 888 catalyst types from USPTO. Task: Predict which catalyst facilitates the given reaction. Reactant: NC1C=CC(OC2C=C3C(=CC=2)OC(C2C=CC=CC=2)CC3)=NC=1.[N+:25]([C:28]1[CH:29]=[CH:30][C:31]([O:34][C:35]2[CH:36]=[C:37]3[C:42](=[CH:43][CH:44]=2)[O:41][CH:40]([C:45]2[CH:50]=[CH:49][CH:48]=[CH:47][C:46]=2[N+:51]([O-])=O)[CH2:39][CH2:38]3)=[N:32][CH:33]=1)([O-])=O. Product: [NH2:51][C:46]1[CH:47]=[CH:48][CH:49]=[CH:50][C:45]=1[CH:40]1[CH2:39][CH2:38][C:37]2[C:42](=[CH:43][CH:44]=[C:35]([O:34][C:31]3[N:32]=[CH:33][C:28]([NH2:25])=[CH:29][CH:30]=3)[CH:36]=2)[O:41]1. The catalyst class is: 401.